From a dataset of Full USPTO retrosynthesis dataset with 1.9M reactions from patents (1976-2016). Predict the reactants needed to synthesize the given product. (1) Given the product [OH:3][CH2:4][C:5]1[CH:6]=[C:7]([C:11]2[CH:12]=[CH:13][C:14]([C:32]([F:33])([F:34])[F:35])=[C:15]([CH:31]=2)[C:16]([NH:18][C:19]2[C:28]([CH3:29])=[CH:27][C:22]([C:23]([OH:25])=[O:24])=[CH:21][C:20]=2[CH3:30])=[O:17])[CH:8]=[CH:9][CH:10]=1, predict the reactants needed to synthesize it. The reactants are: [OH-].[Na+].[OH:3][CH2:4][C:5]1[CH:6]=[C:7]([C:11]2[CH:12]=[CH:13][C:14]([C:32]([F:35])([F:34])[F:33])=[C:15]([CH:31]=2)[C:16]([NH:18][C:19]2[C:28]([CH3:29])=[CH:27][C:22]([C:23]([O:25]C)=[O:24])=[CH:21][C:20]=2[CH3:30])=[O:17])[CH:8]=[CH:9][CH:10]=1. (2) Given the product [NH2:1][CH:12]([C:18]1[CH:19]=[CH:20][C:21]([C:22]([NH:27][C:28]2[CH:33]=[CH:32][N:31]=[CH:30][CH:29]=2)=[O:24])=[CH:25][CH:26]=1)[CH2:13][CH2:14][CH2:15][CH3:16], predict the reactants needed to synthesize it. The reactants are: [NH2:1]C(C1SC(C(O)=O)=CC=1)C.[C:12]([C:18]1[CH:26]=[CH:25][C:21]([C:22]([OH:24])=O)=[CH:20][CH:19]=1)(=O)[CH2:13][CH2:14][CH2:15][CH3:16].[NH2:27][C:28]1[CH:33]=[CH:32][N:31]=[CH:30][CH:29]=1. (3) Given the product [CH2:11]([O:13][C:14](=[O:35])[C:15]1[CH:20]=[CH:19][N:18]=[C:17]([N:21]2[C:25]([CH3:26])=[CH:24][CH:23]=[C:22]2[C:27]2[CH:32]=[C:31]([Cl:33])[CH:30]=[CH:29][C:28]=2[O:34][CH2:4][C:3]2[CH:6]=[CH:7][C:8]([F:10])=[CH:9][C:2]=2[Cl:1])[CH:16]=1)[CH3:12], predict the reactants needed to synthesize it. The reactants are: [Cl:1][C:2]1[CH:9]=[C:8]([F:10])[CH:7]=[CH:6][C:3]=1[CH2:4]Br.[CH2:11]([O:13][C:14](=[O:35])[C:15]1[CH:20]=[CH:19][N:18]=[C:17]([N:21]2[C:25]([CH3:26])=[CH:24][CH:23]=[C:22]2[C:27]2[CH:32]=[C:31]([Cl:33])[CH:30]=[CH:29][C:28]=2[OH:34])[CH:16]=1)[CH3:12].C([O-])([O-])=O.[K+].[K+]. (4) The reactants are: C(OC(=O)[NH:7][C:8]1[S:9][C:10]2[CH:16]=[C:15]([CH:17]([C:19]3[CH:24]=[CH:23][C:22]([F:25])=[CH:21][CH:20]=3)O)[CH:14]=[C:13]([C:26]3[CH:31]=[CH:30][CH:29]=[C:28]([Br:32])[CH:27]=3)[C:11]=2[N:12]=1)(C)(C)C.[SiH](CC)(CC)CC.C(Cl)Cl.CCCCCC. Given the product [Br:32][C:28]1[CH:27]=[C:26]([C:13]2[C:11]3[N:12]=[C:8]([NH2:7])[S:9][C:10]=3[CH:16]=[C:15]([CH2:17][C:19]3[CH:20]=[CH:21][C:22]([F:25])=[CH:23][CH:24]=3)[CH:14]=2)[CH:31]=[CH:30][CH:29]=1, predict the reactants needed to synthesize it. (5) Given the product [C:1]([O:5][C:6]([N:8]1[CH2:13][CH2:12][N:11]([C:14]2[CH:22]=[CH:21][CH:20]=[C:19]3[C:15]=2[CH:16]=[C:17]([S:35]([C:29]2[CH:34]=[CH:33][CH:32]=[CH:31][CH:30]=2)(=[O:37])=[O:36])[N:18]3[CH3:23])[CH2:10][CH2:9]1)=[O:7])([CH3:4])([CH3:3])[CH3:2], predict the reactants needed to synthesize it. The reactants are: [C:1]([O:5][C:6]([N:8]1[CH2:13][CH2:12][N:11]([C:14]2[CH:22]=[CH:21][CH:20]=[C:19]3[C:15]=2[CH:16]=[CH:17][N:18]3[CH3:23])[CH2:10][CH2:9]1)=[O:7])([CH3:4])([CH3:3])[CH3:2].[Li]C(C)(C)C.[C:29]1([S:35](F)(=[O:37])=[O:36])[CH:34]=[CH:33][CH:32]=[CH:31][CH:30]=1.